From a dataset of Reaction yield outcomes from USPTO patents with 853,638 reactions. Predict the reaction yield, written as a fraction of the theoretical maximum amount of product (1.0 means a 100% yield; for example, 0.34 means a 34% yield). The reactants are [C:1]([O:5][C:6]([N:8]([CH3:43])[C@H:9]([C:19]([NH:21][C@H:22]([C:27]([N:29]([C@@H:31]([CH:40]([CH3:42])[CH3:41])/[CH:32]=[C:33](\[CH3:39])/[C:34]([O:36]CC)=[O:35])[CH3:30])=[O:28])[C@H:23]([CH3:26])[O:24][CH3:25])=[O:20])[C:10]([CH3:18])([CH3:17])[C:11]1[CH:16]=[CH:15][CH:14]=[CH:13][CH:12]=1)=[O:7])([CH3:4])([CH3:3])[CH3:2].O.[OH-].[Li+]. The catalyst is CO. The product is [C:1]([O:5][C:6]([N:8]([CH3:43])[C@H:9]([C:19]([NH:21][C@H:22]([C:27]([N:29]([C@@H:31]([CH:40]([CH3:42])[CH3:41])/[CH:32]=[C:33](/[C:34]([OH:36])=[O:35])\[CH3:39])[CH3:30])=[O:28])[C@H:23]([CH3:26])[O:24][CH3:25])=[O:20])[C:10]([CH3:18])([CH3:17])[C:11]1[CH:16]=[CH:15][CH:14]=[CH:13][CH:12]=1)=[O:7])([CH3:2])([CH3:3])[CH3:4]. The yield is 0.860.